Dataset: Choline transporter screen with 302,306 compounds. Task: Binary Classification. Given a drug SMILES string, predict its activity (active/inactive) in a high-throughput screening assay against a specified biological target. (1) The drug is Clc1c(N2C(=O)C(NC2=O)(NS(=O)(=O)c2ccc(N)cc2)C(F)(F)F)cccc1. The result is 0 (inactive). (2) The compound is S1C2(N(C(=O)C1)c1ccc(cc1)C(C)C)c1c3N(C2=O)CCCc3ccc1. The result is 0 (inactive).